Dataset: Reaction yield outcomes from USPTO patents with 853,638 reactions. Task: Predict the reaction yield, written as a fraction of the theoretical maximum amount of product (1.0 means a 100% yield; for example, 0.34 means a 34% yield). (1) The reactants are [N+:1]([C:4]1[CH:5]=[N:6][N:7]([CH:9]2[CH2:14][CH2:13][N:12]([C:15]([O:17][C:18]([CH3:21])([CH3:20])[CH3:19])=[O:16])[CH2:11][CH2:10]2)[CH:8]=1)([O-])=O. The catalyst is CO.[Pd]. The product is [NH2:1][C:4]1[CH:5]=[N:6][N:7]([CH:9]2[CH2:10][CH2:11][N:12]([C:15]([O:17][C:18]([CH3:21])([CH3:20])[CH3:19])=[O:16])[CH2:13][CH2:14]2)[CH:8]=1. The yield is 0.640. (2) The yield is 0.850. The product is [N:19]([CH2:12][C:11]1[C:2]([Cl:1])=[N:3][C:4]2[C:9]([CH:10]=1)=[CH:8][CH:7]=[CH:6][C:5]=2[Cl:14])=[N+:20]=[N-:21]. The reactants are [Cl:1][C:2]1[C:11]([CH2:12]O)=[CH:10][C:9]2[C:4](=[C:5]([Cl:14])[CH:6]=[CH:7][CH:8]=2)[N:3]=1.O=S(Cl)Cl.[N-:19]=[N+:20]=[N-:21].[Na+]. The catalyst is C(Cl)(Cl)Cl. (3) The reactants are [N+:1]([C:4]1[CH:17]=[CH:16][C:7]2[C@H:8]3[C@H:13]([CH2:14][CH2:15][C:6]=2[CH:5]=1)[NH:12][CH2:11][CH2:10][CH2:9]3)([O-:3])=[O:2].[CH2:18](Br)[CH:19]=[CH2:20]. The product is [CH2:20]([N:12]1[C@@H:13]2[C@H:8]([C:7]3[CH:16]=[CH:17][C:4]([N+:1]([O-:3])=[O:2])=[CH:5][C:6]=3[CH2:15][CH2:14]2)[CH2:9][CH2:10][CH2:11]1)[CH:19]=[CH2:18]. The catalyst is C1COCC1. The yield is 0.970. (4) The reactants are [CH3:1][C:2]1[C:3]([CH2:20][CH2:21][C:22]2[CH:27]=[CH:26][CH:25]=[CH:24][C:23]=2[C:28]2([C:31]([NH2:33])=[O:32])[CH2:30][CH2:29]2)=[N:4][C:5]([NH:8][C:9]2[CH:10]=[N:11][N:12]([CH:14]3[CH2:19][CH2:18][NH:17][CH2:16][CH2:15]3)[CH:13]=2)=[N:6][CH:7]=1.C=O.[C:36](O[BH-](OC(=O)C)OC(=O)C)(=O)C.[Na+]. The catalyst is CO. The product is [CH3:1][C:2]1[C:3]([CH2:20][CH2:21][C:22]2[CH:27]=[CH:26][CH:25]=[CH:24][C:23]=2[C:28]2([C:31]([NH2:33])=[O:32])[CH2:29][CH2:30]2)=[N:4][C:5]([NH:8][C:9]2[CH:10]=[N:11][N:12]([CH:14]3[CH2:19][CH2:18][N:17]([CH3:36])[CH2:16][CH2:15]3)[CH:13]=2)=[N:6][CH:7]=1. The yield is 0.530. (5) The reactants are C(S[C:4]1[N:12]=[C:11]2[C:7]([NH:8][CH:9]=[N:10]2)=[C:6]([NH2:13])[N:5]=1)C.O=[CH:15][C@@H:16]([C@@H:18]([C@@H:20]([CH2:22][OH:23])[OH:21])[OH:19])[OH:17].[CH3:24][O-:25].[Na+]. No catalyst specified. The product is [CH3:24][O:25][C:4]1[N:5]=[C:6]([NH2:13])[C:7]2[N:8]=[CH:9][N:10]([C@@H:15]3[O:21][C@H:20]([CH2:22][OH:23])[C@@H:18]([OH:19])[C@H:16]3[OH:17])[C:11]=2[N:12]=1. The yield is 0.870. (6) The reactants are Cl[C:2]1[N:7]=[C:6]([NH:8][C:9]([C:11]2([C:14]3[CH:24]=[CH:23][C:17]4[O:18][C:19]([F:22])([F:21])[O:20][C:16]=4[CH:15]=3)[CH2:13][CH2:12]2)=[O:10])[CH:5]=[CH:4][C:3]=1[CH3:25].[CH3:26][C:27]1[C:36](B2OC(C)(C)C(C)(C)O2)=[C:35]([CH3:46])[CH:34]=[CH:33][C:28]=1[C:29]([O:31][CH3:32])=[O:30].C(=O)([O-])[O-].[Na+].[Na+]. The catalyst is COCCOC.C1C=CC([P]([Pd]([P](C2C=CC=CC=2)(C2C=CC=CC=2)C2C=CC=CC=2)([P](C2C=CC=CC=2)(C2C=CC=CC=2)C2C=CC=CC=2)[P](C2C=CC=CC=2)(C2C=CC=CC=2)C2C=CC=CC=2)(C2C=CC=CC=2)C2C=CC=CC=2)=CC=1. The product is [F:21][C:19]1([F:22])[O:18][C:17]2[CH:23]=[CH:24][C:14]([C:11]3([C:9]([NH:8][C:6]4[N:7]=[C:2]([C:36]5[C:27]([CH3:26])=[C:28]([CH:33]=[CH:34][C:35]=5[CH3:46])[C:29]([O:31][CH3:32])=[O:30])[C:3]([CH3:25])=[CH:4][CH:5]=4)=[O:10])[CH2:13][CH2:12]3)=[CH:15][C:16]=2[O:20]1. The yield is 0.300. (7) The reactants are [F:1][C:2]1[CH:9]=[CH:8][C:5]([NH:6][CH3:7])=[CH:4][CH:3]=1.Br.Br[CH:12]([C:14]1[CH:15]=[C:16]([C:31]([N:33]([CH2:35][CH2:36][N:37]([CH3:39])[CH3:38])[CH3:34])=[O:32])[CH:17]=[C:18]2[C:23]=1[O:22][C:21]([N:24]1[CH2:29][CH2:28][O:27][CH2:26][CH2:25]1)=[CH:20][C:19]2=[O:30])[CH3:13]. No catalyst specified. The product is [CH3:38][N:37]([CH3:39])[CH2:36][CH2:35][N:33]([CH3:34])[C:31]([C:16]1[CH:17]=[C:18]2[C:23](=[C:14]([CH:12]([N:6]([C:5]3[CH:8]=[CH:9][C:2]([F:1])=[CH:3][CH:4]=3)[CH3:7])[CH3:13])[CH:15]=1)[O:22][C:21]([N:24]1[CH2:25][CH2:26][O:27][CH2:28][CH2:29]1)=[CH:20][C:19]2=[O:30])=[O:32]. The yield is 0.464. (8) The reactants are [Cl-].CN(C)C=[N+](C)C.[Cu:9]Cl.C(OCC)C.[CH3:16][Si:17]([CH3:24])([CH3:23])[N-:18][Si:19]([CH3:22])([CH3:21])[CH3:20].[Li+]. The catalyst is O1CCCC1. The product is [CH3:16][Si:17]([CH3:24])([CH3:23])[N-:18][Si:19]([CH3:22])([CH3:21])[CH3:20].[Cu+:9]. The yield is 0.875.